Dataset: Reaction yield outcomes from USPTO patents with 853,638 reactions. Task: Predict the reaction yield, written as a fraction of the theoretical maximum amount of product (1.0 means a 100% yield; for example, 0.34 means a 34% yield). (1) The yield is 0.970. The reactants are Br[CH2:2][CH2:3][N:4]1[C:8]([CH2:9]Br)=[CH:7][C:6]([N+:11]([O-:13])=[O:12])=[N:5]1.[CH3:14][NH2:15]. The product is [CH3:14][N:15]1[CH2:2][CH2:3][N:4]2[N:5]=[C:6]([N+:11]([O-:13])=[O:12])[CH:7]=[C:8]2[CH2:9]1. The catalyst is C1COCC1. (2) The reactants are [C:1]([O:5][C:6]([N:8]1[CH2:11][CH:10]([OH:12])[CH2:9]1)=[O:7])([CH3:4])([CH3:3])[CH3:2].CCN(CC)CC.[CH3:20][S:21](Cl)(=[O:23])=[O:22]. The catalyst is C(Cl)Cl.[Cl-].[Na+].O. The product is [C:1]([O:5][C:6]([N:8]1[CH2:11][CH:10]([O:12][S:21]([CH3:20])(=[O:23])=[O:22])[CH2:9]1)=[O:7])([CH3:4])([CH3:2])[CH3:3]. The yield is 0.940. (3) The reactants are Br[C:2]1[CH:3]=[CH:4][C:5]([C:8]([OH:10])=[O:9])=[N:6][CH:7]=1.[CH2:11](C([Sn])=C(CCCC)CCCC)[CH2:12]CC. The catalyst is O1CCOCC1.Cl[Pd](Cl)([P](C1C=CC=CC=1)(C1C=CC=CC=1)C1C=CC=CC=1)[P](C1C=CC=CC=1)(C1C=CC=CC=1)C1C=CC=CC=1. The product is [CH:11]([C:2]1[CH:3]=[CH:4][C:5]([C:8]([OH:10])=[O:9])=[N:6][CH:7]=1)=[CH2:12]. The yield is 0.945. (4) The reactants are [CH3:1][N:2]1[C:6]2=[N:7][CH:8]=[C:9]([N+:12]([O-])=O)[C:10]([CH3:11])=[C:5]2[C:4]([C:15]2[CH:16]([CH3:28])[CH2:17][N:18]([C:21]([O:23]C(C)(C)C)=O)[CH2:19][CH:20]=2)=[CH:3]1.[CH3:48][CH:47]1[C:50](OS(C(F)(F)F)(=O)=O)=CCN(C(O[C:47]([CH3:50])([CH3:49])[CH3:48])=O)[CH2:49]1.CN1[C:56]2=[N:57][CH:58]=[C:59]([N+]([O-])=O)[C:60](C)=[C:55]2[C:54](B2OC(C)(C)C(C)(C)O2)=[CH:53]1.[O-]P([O-])([O-])=O.[K+].[K+].[K+].O.[O:83]1[CH2:88]COCC1. No catalyst specified. The product is [C:56]([C:55]1[CH:60]=[C:59]([CH:58]=[CH:53][CH:54]=1)[C:88]([NH:12][C:9]1[C:10]([CH3:11])=[C:5]2[C:4]([C@@H:15]3[CH2:20][CH2:19][N:18]([C:21](=[O:23])[CH2:48][CH:47]4[CH2:50][CH2:49]4)[CH2:17][C@@H:16]3[CH3:28])=[CH:3][N:2]([CH3:1])[C:6]2=[N:7][CH:8]=1)=[O:83])#[N:57]. The yield is 0.840. (5) The reactants are [OH:1][CH2:2][C:3]([O:5][CH2:6][C:7]1[CH:12]=[CH:11][CH:10]=[CH:9][CH:8]=1)=[O:4].C(Cl)CCl.[C:17]([O:21][C:22]([N:24]([C:29]1[CH:30]=[C:31]([CH:35]=[CH:36][C:37]=1[O:38][CH3:39])[C:32](O)=[O:33])[S:25]([CH3:28])(=[O:27])=[O:26])=[O:23])([CH3:20])([CH3:19])[CH3:18]. The catalyst is CN(C1C=CN=CC=1)C.C(Cl)Cl. The product is [C:17]([O:21][C:22]([N:24]([C:29]1[CH:30]=[C:31]([CH:35]=[CH:36][C:37]=1[O:38][CH3:39])[C:32]([O:1][CH2:2][C:3]([O:5][CH2:6][C:7]1[CH:12]=[CH:11][CH:10]=[CH:9][CH:8]=1)=[O:4])=[O:33])[S:25]([CH3:28])(=[O:27])=[O:26])=[O:23])([CH3:20])([CH3:19])[CH3:18]. The yield is 0.730. (6) The yield is 0.750. The product is [NH2:23][C:2]1[CH:3]=[C:4]([C@:9]2([CH2:17][F:18])[C@@H:15]3[C@@H:13]([CH2:14]3)[O:12][C:11]([NH2:16])=[N:10]2)[C:5]([F:8])=[N:6][CH:7]=1. The catalyst is C(Cl)Cl.[Cu]I.O1CCOCC1. The reactants are Br[C:2]1[CH:3]=[C:4]([C@:9]2([CH2:17][F:18])[C@@H:15]3[C@@H:13]([CH2:14]3)[O:12][C:11]([NH2:16])=[N:10]2)[C:5]([F:8])=[N:6][CH:7]=1.FC(F)(F)C([NH2:23])=O.C(=O)([O-])[O-].[K+].[K+].CN[C@@H]1CCCC[C@H]1NC. (7) No catalyst specified. The yield is 0.770. The product is [F:17][C:18]1[CH:47]=[CH:46][C:21]([CH2:22][N:23]2[C:27](=[O:28])[N:26]([C:29]3[CH:33]=[C:32]([C:34]([NH:16][CH2:15][C:12]4[CH:13]=[CH:14][N:9]=[CH:10][CH:11]=4)=[O:35])[NH:31][N:30]=3)[CH:25]=[N:24]2)=[CH:20][CH:19]=1. The reactants are N1C=CC=CC=1CN.[N:9]1[CH:14]=[CH:13][C:12]([CH2:15][NH2:16])=[CH:11][CH:10]=1.[F:17][C:18]1[CH:47]=[CH:46][C:21]([CH2:22][N:23]2[C:27](=[O:28])[N:26]([C:29]3[CH:33]=[C:32]([C:34](O)=[O:35])[N:31](CC4C=CC(OC)=CC=4)[N:30]=3)[CH:25]=[N:24]2)=[CH:20][CH:19]=1.